From a dataset of Reaction yield outcomes from USPTO patents with 853,638 reactions. Predict the reaction yield, written as a fraction of the theoretical maximum amount of product (1.0 means a 100% yield; for example, 0.34 means a 34% yield). (1) The product is [CH:1]1([C:4]2[C:13]([I:15])=[CH:12][C:7]([C:8]([O:10][CH3:11])=[O:9])=[C:6]([CH3:14])[CH:5]=2)[CH2:2][CH2:3]1. The yield is 0.450. The reactants are [CH:1]1([C:4]2[CH:13]=[CH:12][C:7]([C:8]([O:10][CH3:11])=[O:9])=[C:6]([CH3:14])[CH:5]=2)[CH2:3][CH2:2]1.[I:15]I.S(=O)(=O)(O)O.O. The catalyst is CC(O)=O.C(OCC)(=O)C. (2) The reactants are [F:1][C:2]([F:52])([F:51])[C:3]1[CH:4]=[C:5]([C:13]([CH3:50])([CH3:49])[C:14]([N:16]([CH3:48])[C:17]2[C:18]([C:40]3[CH:45]=[CH:44][C:43]([F:46])=[CH:42][C:41]=3[CH3:47])=[CH:19][C:20]([C@@H:23]3[N:27](C(OC(C)(C)C)=O)[C@@:26]([CH3:39])([C:35]([O:37][CH3:38])=[O:36])[CH2:25][CH2:24]3)=[N:21][CH:22]=2)=[O:15])[CH:6]=[C:7]([C:9]([F:12])([F:11])[F:10])[CH:8]=1.C(O)(C(F)(F)F)=O. The catalyst is ClCCl. The product is [F:52][C:2]([F:1])([F:51])[C:3]1[CH:4]=[C:5]([C:13]([CH3:49])([CH3:50])[C:14]([N:16]([CH3:48])[C:17]2[C:18]([C:40]3[CH:45]=[CH:44][C:43]([F:46])=[CH:42][C:41]=3[CH3:47])=[CH:19][C:20]([C@@H:23]3[NH:27][C@@:26]([CH3:39])([C:35]([O:37][CH3:38])=[O:36])[CH2:25][CH2:24]3)=[N:21][CH:22]=2)=[O:15])[CH:6]=[C:7]([C:9]([F:11])([F:12])[F:10])[CH:8]=1. The yield is 0.960. (3) The reactants are [CH2:1]([O:3][C:4](=[O:19])[CH2:5][C:6]1(O)[C:15]2[C:10](=[CH:11][CH:12]=[C:13]([O:16][CH3:17])[CH:14]=2)[CH2:9][CH2:8][CH2:7]1)[CH3:2].C1(C(C2C=CC=CC=2)=C)C=CC=CC=1.CC1C2C(=CC=CC=2)C=CC=1. The catalyst is [Pd].C1(C)C=CC=CC=1. The product is [CH2:1]([O:3][C:4](=[O:19])[CH2:5][C:6]1[C:15]2[C:10](=[CH:11][CH:12]=[C:13]([O:16][CH3:17])[CH:14]=2)[CH:9]=[CH:8][CH:7]=1)[CH3:2]. The yield is 0.192. (4) The reactants are [Br:1][C:2]1[S:3][CH:4]=[CH:5][C:6]=1[CH3:7].[Li+].CC([N-]C(C)C)C.[CH:16](=[O:23])[C:17]1[CH:22]=[CH:21][CH:20]=[CH:19][CH:18]=1. The catalyst is CCOCC. The product is [Br:1][C:2]1[S:3][C:4]([CH:16]([C:17]2[CH:22]=[CH:21][CH:20]=[CH:19][CH:18]=2)[OH:23])=[CH:5][C:6]=1[CH3:7]. The yield is 0.440.